Dataset: Full USPTO retrosynthesis dataset with 1.9M reactions from patents (1976-2016). Task: Predict the reactants needed to synthesize the given product. (1) Given the product [NH2:18][S:2]([CH2:5][C@H:6]([CH3:17])[C:7]([O:9][CH2:10][C:11]1[CH:16]=[CH:15][CH:14]=[CH:13][CH:12]=1)=[O:8])(=[O:4])=[O:3], predict the reactants needed to synthesize it. The reactants are: Cl[S:2]([CH2:5][C@H:6]([CH3:17])[C:7]([O:9][CH2:10][C:11]1[CH:16]=[CH:15][CH:14]=[CH:13][CH:12]=1)=[O:8])(=[O:4])=[O:3].[NH3:18]. (2) Given the product [Cl:26][C:22]1[CH:23]=[C:24]2[C:19](=[CH:20][C:21]=1[O:27][C@@H:28]([C:30]1[CH:35]=[CH:34][CH:33]=[CH:32][N:31]=1)[CH3:29])[NH:18][C:17](=[O:36])[C:16]([C@@H:14]([NH:13][C:2]1[N:7]=[C:6]([O:8][CH3:9])[C:5]([C:10]#[N:11])=[CH:4][N:3]=1)[CH3:15])=[CH:25]2, predict the reactants needed to synthesize it. The reactants are: Cl[C:2]1[N:7]=[C:6]([O:8][CH3:9])[C:5]([C:10]#[N:11])=[CH:4][N:3]=1.Cl.[NH2:13][C@H:14]([C:16]1[C:17](=[O:36])[NH:18][C:19]2[C:24]([CH:25]=1)=[CH:23][C:22]([Cl:26])=[C:21]([O:27][C@@H:28]([C:30]1[CH:35]=[CH:34][CH:33]=[CH:32][N:31]=1)[CH3:29])[CH:20]=2)[CH3:15].CCN(C(C)C)C(C)C.O.